This data is from Full USPTO retrosynthesis dataset with 1.9M reactions from patents (1976-2016). The task is: Predict the reactants needed to synthesize the given product. Given the product [NH2:1][CH2:4][C@H:5]1[O:9][C@@H:8]([N:10]2[CH:25]=[CH:24][C:14]([NH2:15])=[N:13][C:11]2=[O:12])[C@H:7]([OH:26])[C@@H:6]1[OH:27], predict the reactants needed to synthesize it. The reactants are: [N:1]([CH2:4][C@H:5]1[O:9][C@@H:8]([N:10]2[CH:25]=[CH:24][C:14]([NH:15]C(=O)C3C=CC=CC=3)=[N:13][C:11]2=[O:12])[C@H:7]([OH:26])[C@@H:6]1[OH:27])=[N+]=[N-].